This data is from Peptide-MHC class I binding affinity with 185,985 pairs from IEDB/IMGT. The task is: Regression. Given a peptide amino acid sequence and an MHC pseudo amino acid sequence, predict their binding affinity value. This is MHC class I binding data. (1) The peptide sequence is AVFLSYIGY. The MHC is HLA-A02:06 with pseudo-sequence HLA-A02:06. The binding affinity (normalized) is 0.0847. (2) The peptide sequence is SFKFRPGSL. The MHC is HLA-B08:01 with pseudo-sequence HLA-B08:01. The binding affinity (normalized) is 0.899. (3) The peptide sequence is RMYNPTNIL. The MHC is HLA-A68:02 with pseudo-sequence HLA-A68:02. The binding affinity (normalized) is 0.451. (4) The peptide sequence is FSPENKAFK. The MHC is HLA-A33:01 with pseudo-sequence HLA-A33:01. The binding affinity (normalized) is 0.235. (5) The peptide sequence is RGPYRAFVTI. The MHC is HLA-A24:02 with pseudo-sequence HLA-A24:02. The binding affinity (normalized) is 0.349. (6) The peptide sequence is STMPLVMAW. The MHC is HLA-A32:01 with pseudo-sequence HLA-A32:01. The binding affinity (normalized) is 0.951. (7) The peptide sequence is YKVAYQATV. The MHC is Patr-B0101 with pseudo-sequence Patr-B0101. The binding affinity (normalized) is 0. (8) The peptide sequence is LLPPYASCHL. The MHC is Mamu-A01 with pseudo-sequence Mamu-A01. The binding affinity (normalized) is 0.521. (9) The peptide sequence is MPVWLPIVI. The MHC is HLA-B51:01 with pseudo-sequence HLA-B51:01. The binding affinity (normalized) is 0.536. (10) The peptide sequence is YNAKRIETV. The MHC is HLA-A25:01 with pseudo-sequence HLA-A25:01. The binding affinity (normalized) is 0.0847.